The task is: Predict the reaction yield, written as a fraction of the theoretical maximum amount of product (1.0 means a 100% yield; for example, 0.34 means a 34% yield).. This data is from Reaction yield outcomes from USPTO patents with 853,638 reactions. (1) The reactants are [C:1]([C:3]1[N:11]=[CH:10][C:9]2[NH:8][C:7]3[N:12]=[CH:13][C:14]([C:16]4[CH:21]=[CH:20][C:19]([CH2:22][N:23]5[CH2:28][CH2:27][CH2:26][CH2:25][CH2:24]5)=[CH:18][CH:17]=4)=[CH:15][C:6]=3[C:5]=2[CH:4]=1)#[CH:2].[N:29]([CH2:32][C:33]1[CH:38]=[CH:37][CH:36]=[CH:35][CH:34]=1)=[N+:30]=[N-:31]. The catalyst is CN(C)C=O.C(Cl)Cl.CO.[Cu]I. The product is [CH2:32]([N:29]1[CH:2]=[C:1]([C:3]2[N:11]=[CH:10][C:9]3[NH:8][C:7]4[N:12]=[CH:13][C:14]([C:16]5[CH:17]=[CH:18][C:19]([CH2:22][N:23]6[CH2:28][CH2:27][CH2:26][CH2:25][CH2:24]6)=[CH:20][CH:21]=5)=[CH:15][C:6]=4[C:5]=3[CH:4]=2)[N:31]=[N:30]1)[C:33]1[CH:38]=[CH:37][CH:36]=[CH:35][CH:34]=1. The yield is 0.200. (2) The reactants are [Cl:1][C:2]1[CH:21]=[C:20]([C:22]([F:25])([F:24])[F:23])[CH:19]=[CH:18][C:3]=1[CH2:4][N:5]1[C:9](/[CH:10]=[CH:11]/[C:12]([OH:14])=O)=[CH:8][C:7]([CH:15]2[CH2:17][CH2:16]2)=[N:6]1.[CH3:26][CH:27]([CH3:34])[CH2:28][CH2:29][S:30]([NH2:33])(=[O:32])=[O:31].N12CCCN=C1CCCCC2. The catalyst is CN(C)C=O. The product is [Cl:1][C:2]1[CH:21]=[C:20]([C:22]([F:24])([F:25])[F:23])[CH:19]=[CH:18][C:3]=1[CH2:4][N:5]1[C:9](/[CH:10]=[CH:11]/[C:12]([NH:33][S:30]([CH2:29][CH2:28][CH:27]([CH3:34])[CH3:26])(=[O:32])=[O:31])=[O:14])=[CH:8][C:7]([CH:15]2[CH2:17][CH2:16]2)=[N:6]1. The yield is 0.540. (3) The reactants are Br[C:2]1[CH:3]=[C:4]([NH:9][S:10]([C:13]2[CH:18]=[CH:17][C:16]([CH:19]([NH:21][CH3:22])[CH3:20])=[CH:15][CH:14]=2)(=[O:12])=[O:11])[C:5]([Cl:8])=[N:6][CH:7]=1.CC1(C)C(C)(C)OB([C:31]2[CH:32]=[CH:33][C:34]3[N:35]([CH:37]=[C:38]([NH:40][C:41](=[O:43])[CH3:42])[N:39]=3)[N:36]=2)O1.C(=O)([O-])[O-].[K+].[K+]. The catalyst is COCCOC.O.C(Cl)Cl.CO. The product is [Cl:8][C:5]1[N:6]=[CH:7][C:2]([C:31]2[CH:32]=[CH:33][C:34]3[N:35]([CH:37]=[C:38]([NH:40][C:41](=[O:43])[CH3:42])[N:39]=3)[N:36]=2)=[CH:3][C:4]=1[NH:9][S:10]([C:13]1[CH:18]=[CH:17][C:16]([CH:19]([NH:21][CH3:22])[CH3:20])=[CH:15][CH:14]=1)(=[O:12])=[O:11]. The yield is 0.420. (4) The reactants are [C:1](OC(=O)C)(=[O:3])[CH3:2].Cl.Cl.[N:10]1([C:16]2[CH:21]=[CH:20][C:19]([NH:22][C:23]([C:25]3[CH:30]=[C:29]([N+:31]([O-:33])=[O:32])[CH:28]=[CH:27][C:26]=3[Cl:34])=[O:24])=[CH:18][CH:17]=2)[CH2:15][CH2:14][NH:13][CH2:12][CH2:11]1.C(=O)(O)[O-].[Na+].O. The yield is 0.880. The product is [C:1]([N:13]1[CH2:14][CH2:15][N:10]([C:16]2[CH:21]=[CH:20][C:19]([NH:22][C:23]([C:25]3[CH:30]=[C:29]([N+:31]([O-:33])=[O:32])[CH:28]=[CH:27][C:26]=3[Cl:34])=[O:24])=[CH:18][CH:17]=2)[CH2:11][CH2:12]1)(=[O:3])[CH3:2]. The catalyst is N1C=CC=CC=1. (5) The reactants are [Cl:1][C:2]1[C:10]2[CH:9]([CH2:11][C:12]([O:14][CH2:15][CH3:16])=[O:13])[O:8][B:7]([OH:17])[C:6]=2[CH:5]=[C:4]([OH:18])[CH:3]=1.IC.[C:21]([O-])([O-])=O.[K+].[K+]. The catalyst is CN(C=O)C. The product is [Cl:1][C:2]1[C:10]2[CH:9]([CH2:11][C:12]([O:14][CH2:15][CH3:16])=[O:13])[O:8][B:7]([OH:17])[C:6]=2[CH:5]=[C:4]([O:18][CH3:21])[CH:3]=1. The yield is 0.310. (6) The reactants are Br[C:2]1[CH:18]=[CH:17][C:5]([O:6][CH:7]([CH3:16])[CH2:8][NH:9][S:10]([CH:13]([CH3:15])[CH3:14])(=[O:12])=[O:11])=[CH:4][CH:3]=1.[F:19][C:20]1[CH:25]=[CH:24][CH:23]=[CH:22][C:21]=1B(O)O.C(=O)([O-])[O-].[Na+].[Na+]. The catalyst is Cl[Pd](Cl)([P](C1C=CC=CC=1)(C1C=CC=CC=1)C1C=CC=CC=1)[P](C1C=CC=CC=1)(C1C=CC=CC=1)C1C=CC=CC=1.COCCOC. The product is [F:19][C:20]1[CH:25]=[CH:24][CH:23]=[CH:22][C:21]=1[C:2]1[CH:18]=[CH:17][C:5]([O:6][CH:7]([CH3:16])[CH2:8][NH:9][S:10]([CH:13]([CH3:15])[CH3:14])(=[O:12])=[O:11])=[CH:4][CH:3]=1. The yield is 0.180. (7) The reactants are Br[C:2]1[CH:3]=[CH:4][C:5]2[O:9][CH2:8][C:7]([CH3:11])([CH3:10])[C:6]=2[CH:12]=1.[Li]CCCC.[CH:18](=[O:22])[CH:19]([CH3:21])[CH3:20].[Cl-].[NH4+]. The catalyst is C1COCC1. The product is [CH3:10][C:7]1([CH3:11])[C:6]2[CH:12]=[C:2]([CH:18]([OH:22])[CH:19]([CH3:21])[CH3:20])[CH:3]=[CH:4][C:5]=2[O:9][CH2:8]1. The yield is 1.00.